This data is from Reaction yield outcomes from USPTO patents with 853,638 reactions. The task is: Predict the reaction yield, written as a fraction of the theoretical maximum amount of product (1.0 means a 100% yield; for example, 0.34 means a 34% yield). (1) The reactants are [CH2:1]([N:8]([CH2:19][C:20]1[CH:36]=[CH:35][C:23]([C:24]([NH:26][CH2:27][C:28]2C=C[CH:31]=[C:30](Cl)[CH:29]=2)=[O:25])=[CH:22][CH:21]=1)[S:9]([C:12]1[CH:17]=[CH:16][C:15]([Cl:18])=[CH:14][CH:13]=1)(=[O:11])=[O:10])[C:2]1[CH:7]=[CH:6][CH:5]=[CH:4][CH:3]=1.[S:37]1C=CC=C1CN.Cl.CN(C)CCCN=C=NCC.ON1C2C=CC=CC=2N=N1. The catalyst is C(Cl)Cl. The product is [CH2:1]([N:8]([CH2:19][C:20]1[CH:36]=[CH:35][C:23]([C:24]([NH:26][CH2:27][C:28]2[S:37][CH:31]=[CH:30][CH:29]=2)=[O:25])=[CH:22][CH:21]=1)[S:9]([C:12]1[CH:17]=[CH:16][C:15]([Cl:18])=[CH:14][CH:13]=1)(=[O:11])=[O:10])[C:2]1[CH:7]=[CH:6][CH:5]=[CH:4][CH:3]=1. The yield is 0.620. (2) The product is [CH2:1]([O:8][NH:9][C:10](=[O:29])[CH2:11][C@H:12]([C:22]1[O:37][CH:35]=[C:34]([CH2:38][NH:33][CH:30]([CH3:32])[CH3:31])[N:26]=1)[CH2:13][CH2:14][CH2:15][CH:16]1[CH2:17][CH2:18][CH2:19][CH2:20][CH2:21]1)[C:2]1[CH:3]=[CH:4][CH:5]=[CH:6][CH:7]=1. The reactants are [CH2:1]([O:8][NH:9][C:10](=[O:29])[CH2:11][C@H:12]([C:22]1OC=C(C=O)[N:26]=1)[CH2:13][CH2:14][CH2:15][CH:16]1[CH2:21][CH2:20][CH2:19][CH2:18][CH2:17]1)[C:2]1[CH:7]=[CH:6][CH:5]=[CH:4][CH:3]=1.[CH:30]([NH2:33])([CH3:32])[CH3:31].[CH3:34][C:35]([OH:37])=O.[CH2:38](Cl)Cl. No catalyst specified. The yield is 0.320. (3) The reactants are [CH3:1][P:2](=[O:9])([O:6][CH2:7][CH3:8])[O:3][CH2:4][CH3:5].[Li]CCCC.[CH:15]1([S:18]([NH:21][C:22]23[CH2:29][CH2:28][C:25](C(OC)=O)([CH2:26][CH2:27]2)[CH2:24][CH2:23]3)(=[O:20])=[O:19])[CH2:17][CH2:16]1.[NH4+].[Cl-]. The catalyst is C1COCC1. The product is [CH:15]1([S:18]([NH:21][C:22]23[CH2:29][CH2:28][C:25]([CH2:1][P:2](=[O:9])([O:6][CH2:7][CH3:8])[O:3][CH2:4][CH3:5])([CH2:24][CH2:23]2)[CH2:26][CH2:27]3)(=[O:20])=[O:19])[CH2:17][CH2:16]1. The yield is 1.00. (4) The yield is 0.350. The product is [Cl:29][C:8]1[CH:7]=[N:6][C:5]2[C:10](=[CH:11][CH:12]=[C:3]([O:2][CH3:1])[CH:4]=2)[N:9]=1. No catalyst specified. The reactants are [CH3:1][O:2][C:3]1[CH:4]=[C:5]2[C:10](=[CH:11][CH:12]=1)[NH:9][C:8](=O)[CH:7]=[N:6]2.COC1C=C2C(N=CC(=O)N2)=CC=1.P(Cl)(Cl)([Cl:29])=O. (5) The reactants are [C:1]([O:5][C:6]([NH:8][C@@H:9]([CH2:13][CH:14]1[CH2:16][CH2:15]1)[C:10]([OH:12])=O)=[O:7])([CH3:4])([CH3:3])[CH3:2].OC(C(F)(F)F)=O.[NH2:24][C@@H:25]([CH2:32][C:33]1[CH:38]=[CH:37][CH:36]=[CH:35][CH:34]=1)[C:26]([C@@:28]1([CH3:31])[CH2:30][O:29]1)=[O:27].CN(C(ON1N=NC2C=CC=NC1=2)=[N+](C)C)C.F[P-](F)(F)(F)(F)F.CCN(C(C)C)C(C)C. The catalyst is CN(C=O)C. The product is [CH:14]1([CH2:13][C@H:9]([NH:8][C:6](=[O:7])[O:5][C:1]([CH3:2])([CH3:3])[CH3:4])[C:10]([NH:24][C@@H:25]([CH2:32][C:33]2[CH:38]=[CH:37][CH:36]=[CH:35][CH:34]=2)[C:26]([C@@:28]2([CH3:31])[CH2:30][O:29]2)=[O:27])=[O:12])[CH2:16][CH2:15]1. The yield is 0.720. (6) The reactants are [H-].[Na+].[NH:3]1[C:11]2[C:6](=[CH:7][CH:8]=[CH:9][CH:10]=2)[C:5]2([C:23]3[C:14](=[CH:15][C:16]4[O:21][CH2:20][CH2:19][O:18][C:17]=4[CH:22]=3)[O:13][CH2:12]2)[C:4]1=[O:24].[CH2:25]([N:32]1[CH2:37][CH2:36][O:35][CH:34]([CH2:38]Cl)[CH2:33]1)[C:26]1[CH:31]=[CH:30][CH:29]=[CH:28][CH:27]=1.[I-].[K+]. The catalyst is CN(C)C=O. The product is [CH2:25]([N:32]1[CH2:37][CH2:36][O:35][CH:34]([CH2:38][N:3]2[C:11]3[C:6](=[CH:7][CH:8]=[CH:9][CH:10]=3)[C:5]3([C:23]4[C:14](=[CH:15][C:16]5[O:21][CH2:20][CH2:19][O:18][C:17]=5[CH:22]=4)[O:13][CH2:12]3)[C:4]2=[O:24])[CH2:33]1)[C:26]1[CH:27]=[CH:28][CH:29]=[CH:30][CH:31]=1. The yield is 0.740. (7) The reactants are C[O:2][C:3]1[C:4]([CH3:38])=[C:5]([C:29]([O:36]C)=[C:30]([O:34][CH3:35])[C:31]=1[O:32][CH3:33])[CH2:6][C:7]1[CH:8]=[CH:9][C:10]([O:21][CH2:22][C:23]2[CH:28]=[CH:27][N:26]=[CH:25][CH:24]=2)=[C:11]([CH:20]=1)[C:12]([N:14]1[CH2:19][CH2:18][CH2:17][CH2:16][CH2:15]1)=[O:13].O=[N+]([O-])[O-].[O-][N+](=O)[O-].[O-][N+](=O)[O-].[O-][N+](=O)[O-].[O-][N+](=O)[O-].[O-][N+](=O)[O-].[Ce+4].[NH4+].[NH4+]. The catalyst is C(#N)C.O. The product is [CH3:33][O:32][C:31]1[C:3](=[O:2])[C:4]([CH3:38])=[C:5]([CH2:6][C:7]2[CH:8]=[CH:9][C:10]([O:21][CH2:22][C:23]3[CH:24]=[CH:25][N:26]=[CH:27][CH:28]=3)=[C:11]([CH:20]=2)[C:12]([N:14]2[CH2:19][CH2:18][CH2:17][CH2:16][CH2:15]2)=[O:13])[C:29](=[O:36])[C:30]=1[O:34][CH3:35]. The yield is 0.620. (8) The reactants are [CH2:1]([N:5]1[C:13]([S:14][C:15]2[C:23]([I:24])=[CH:22][C:18]3[O:19][CH2:20][O:21][C:17]=3[CH:16]=2)=[N:12][C:11]2[C:6]1=[N:7][CH:8]=[N:9][C:10]=2N)[CH2:2][CH2:3][CH3:4].N([O-])=[O:27].[Na+]. The catalyst is CC(O)=O.O. The product is [CH2:1]([N:5]1[C:13]([S:14][C:15]2[C:23]([I:24])=[CH:22][C:18]3[O:19][CH2:20][O:21][C:17]=3[CH:16]=2)=[N:12][C:11]2[C:10](=[O:27])[NH:9][CH:8]=[N:7][C:6]1=2)[CH2:2][CH2:3][CH3:4]. The yield is 0.500.